Task: Regression. Given a peptide amino acid sequence and an MHC pseudo amino acid sequence, predict their binding affinity value. This is MHC class II binding data.. Dataset: Peptide-MHC class II binding affinity with 134,281 pairs from IEDB The peptide sequence is ASYNTHETICPEPTIDE. The MHC is DRB1_0901 with pseudo-sequence DRB1_0901. The binding affinity (normalized) is 0.148.